Dataset: Full USPTO retrosynthesis dataset with 1.9M reactions from patents (1976-2016). Task: Predict the reactants needed to synthesize the given product. Given the product [CH3:31][S:32]([C:35]1[CH:40]=[CH:39][C:38]([S:41]([NH:1][C:2]2[CH:7]=[CH:6][C:5]([N:8]3[CH2:13][CH2:12][NH:11][CH2:10][CH2:9]3)=[CH:4][C:3]=2[NH:21][S:22]([C:25]2[CH:30]=[CH:29][CH:28]=[CH:27][CH:26]=2)(=[O:24])=[O:23])(=[O:43])=[O:42])=[CH:37][CH:36]=1)(=[O:34])=[O:33], predict the reactants needed to synthesize it. The reactants are: [NH2:1][C:2]1[CH:7]=[CH:6][C:5]([N:8]2[CH2:13][CH2:12][N:11](C(OC(C)(C)C)=O)[CH2:10][CH2:9]2)=[CH:4][C:3]=1[NH:21][S:22]([C:25]1[CH:30]=[CH:29][CH:28]=[CH:27][CH:26]=1)(=[O:24])=[O:23].[CH3:31][S:32]([C:35]1[CH:40]=[CH:39][C:38]([S:41](Cl)(=[O:43])=[O:42])=[CH:37][CH:36]=1)(=[O:34])=[O:33].